Task: Predict the reaction yield, written as a fraction of the theoretical maximum amount of product (1.0 means a 100% yield; for example, 0.34 means a 34% yield).. Dataset: Reaction yield outcomes from USPTO patents with 853,638 reactions (1) The reactants are [CH3:1][O:2][CH2:3][C@H:4]([CH3:32])[O:5][C:6]1[CH:7]=[C:8](B2OC(C)(C)C(C)(C)O2)[CH:9]=[C:10]([O:12][C:13]2[CH:18]=[CH:17][C:16]([S:19]([CH3:22])(=[O:21])=[O:20])=[CH:15][CH:14]=2)[CH:11]=1.Br[C:34]1[N:35]([C:44]([O:46][C:47]([CH3:50])([CH3:49])[CH3:48])=[O:45])[C:36]([C:39]2[S:40][CH:41]=[CH:42][N:43]=2)=[CH:37][CH:38]=1.C(=O)([O-])[O-].[K+].[K+]. The catalyst is O1CCOCC1.O. The product is [CH3:1][O:2][CH2:3][C@H:4]([CH3:32])[O:5][C:6]1[CH:7]=[C:8]([C:34]2[N:35]([C:44]([O:46][C:47]([CH3:50])([CH3:49])[CH3:48])=[O:45])[C:36]([C:39]3[S:40][CH:41]=[CH:42][N:43]=3)=[CH:37][CH:38]=2)[CH:9]=[C:10]([O:12][C:13]2[CH:14]=[CH:15][C:16]([S:19]([CH3:22])(=[O:21])=[O:20])=[CH:17][CH:18]=2)[CH:11]=1. The yield is 0.880. (2) The reactants are [CH2:1]([O:8][C:9]1[CH:17]=[C:16]([O:18][CH2:19][C:20]2[CH:25]=[CH:24][CH:23]=[CH:22][CH:21]=2)[C:15]([C:26]([CH3:28])=[CH2:27])=[CH:14][C:10]=1[C:11]([OH:13])=O)[C:2]1[CH:7]=[CH:6][CH:5]=[CH:4][CH:3]=1.C(N(C(C)C)CC)(C)C.F[P-](F)(F)(F)(F)F.Br[P+](N1CCCC1)(N1CCCC1)N1CCCC1.[N:62]1([CH2:68][CH2:69][CH2:70][O:71][C:72]2[CH:80]=[CH:79][CH:78]=[C:77]3[C:73]=2[CH2:74][NH:75][CH2:76]3)[CH2:67][CH2:66][O:65][CH2:64][CH2:63]1. The catalyst is C(Cl)Cl.C(OCC)(=O)C. The product is [CH2:1]([O:8][C:9]1[CH:17]=[C:16]([O:18][CH2:19][C:20]2[CH:21]=[CH:22][CH:23]=[CH:24][CH:25]=2)[C:15]([C:26]([CH3:28])=[CH2:27])=[CH:14][C:10]=1[C:11]([N:75]1[CH2:74][C:73]2[C:77](=[CH:78][CH:79]=[CH:80][C:72]=2[O:71][CH2:70][CH2:69][CH2:68][N:62]2[CH2:67][CH2:66][O:65][CH2:64][CH2:63]2)[CH2:76]1)=[O:13])[C:2]1[CH:3]=[CH:4][CH:5]=[CH:6][CH:7]=1. The yield is 1.00.